This data is from Forward reaction prediction with 1.9M reactions from USPTO patents (1976-2016). The task is: Predict the product of the given reaction. (1) Given the reactants [OH:1][CH2:2][CH2:3][C:4]1[CH:5]=[C:6]([CH:17]=[CH:18][CH:19]=1)[CH2:7][CH:8]([C:13]([O:15][CH3:16])=[O:14])[C:9]([O:11][CH3:12])=[O:10].[F:20][C:21]1[CH:26]=[C:25]([F:27])[CH:24]=[CH:23][C:22]=1[N:28]=[C:29]=[O:30], predict the reaction product. The product is: [F:20][C:21]1[CH:26]=[C:25]([F:27])[CH:24]=[CH:23][C:22]=1[NH:28][C:29]([O:1][CH2:2][CH2:3][C:4]1[CH:5]=[C:6]([CH:17]=[CH:18][CH:19]=1)[CH2:7][CH:8]([C:9]([O:11][CH3:12])=[O:10])[C:13]([O:15][CH3:16])=[O:14])=[O:30]. (2) Given the reactants [CH2:1]([O:3][P:4]([CH:9]=[C:10]1[NH:16][CH2:15][CH2:14][N:13]([CH3:17])[C:12]2[CH:18]=[C:19](Br)[CH:20]=[CH:21][C:11]1=2)(=[O:8])[O:5][CH2:6][CH3:7])[CH3:2].[S:23]1[CH:27]=[CH:26][C:25](B(O)O)=[CH:24]1.[F-].[Cs+], predict the reaction product. The product is: [CH2:1]([O:3][P:4]([CH:9]=[C:10]1[NH:16][CH2:15][CH2:14][N:13]([CH3:17])[C:12]2[CH:18]=[C:19]([C:25]3[CH:26]=[CH:27][S:23][CH:24]=3)[CH:20]=[CH:21][C:11]1=2)(=[O:8])[O:5][CH2:6][CH3:7])[CH3:2]. (3) Given the reactants [CH3:1][C:2]1[CH:7]=[CH:6][C:5]([C:8]2[N:9]=[C:10]3[N:15]([CH:16]=2)[N:14]=[C:13]([C:17]2[C:18]([C:23]([F:26])([F:25])[F:24])=[N:19][CH:20]=[CH:21][CH:22]=2)[CH:12]=[CH:11]3)=[CH:4][C:3]=1[N+:27]([O-])=O, predict the reaction product. The product is: [CH3:1][C:2]1[CH:7]=[CH:6][C:5]([C:8]2[N:9]=[C:10]3[N:15]([CH:16]=2)[N:14]=[C:13]([C:17]2[C:18]([C:23]([F:25])([F:24])[F:26])=[N:19][CH:20]=[CH:21][CH:22]=2)[CH:12]=[CH:11]3)=[CH:4][C:3]=1[NH2:27]. (4) Given the reactants [C:1]([C:5]1[CH:10]=[C:9]([C:11]([CH3:14])([CH3:13])[CH3:12])[CH:8]=[CH:7][C:6]=1O)([CH3:4])([CH3:3])[CH3:2].[CH2:16]([NH:23][CH2:24][CH2:25][NH:26][CH2:27][C:28]1[CH:33]=[CH:32][CH:31]=[CH:30][CH:29]=1)[C:17]1[CH:22]=[CH:21][CH:20]=[CH:19][CH:18]=1.[CH2:34]=[O:35].[CH3:36][OH:37], predict the reaction product. The product is: [C:11]([C:9]1[C:36]([OH:37])=[C:7]([CH2:8][N:23]([CH2:16][C:17]2[CH:18]=[CH:19][CH:20]=[CH:21][CH:22]=2)[CH2:24][CH2:25][N:26]([CH2:6][C:7]2[CH:8]=[C:9]([C:11]([CH3:12])([CH3:13])[CH3:14])[CH:10]=[C:5]([C:1]([CH3:2])([CH3:3])[CH3:4])[C:34]=2[OH:35])[CH2:27][C:28]2[CH:33]=[CH:32][CH:31]=[CH:30][CH:29]=2)[CH:6]=[C:5]([C:1]([CH3:4])([CH3:3])[CH3:2])[CH:10]=1)([CH3:14])([CH3:12])[CH3:13]. (5) Given the reactants [CH3:1][O:2][C:3]1[CH:4]=[CH:5][C:6]2[C:10]([O:11][C:12]3[CH:17]=[CH:16][C:15](/[CH:18]=[CH:19]/[C:20]([O:22][CH3:23])=[O:21])=[CH:14][CH:13]=3)=[CH:9][S:8][C:7]=2[CH:24]=1.[Br:25]N1C(=O)CCC1=O, predict the reaction product. The product is: [Br:25][C:9]1[S:8][C:7]2[CH:24]=[C:3]([O:2][CH3:1])[CH:4]=[CH:5][C:6]=2[C:10]=1[O:11][C:12]1[CH:17]=[CH:16][C:15](/[CH:18]=[CH:19]/[C:20]([O:22][CH3:23])=[O:21])=[CH:14][CH:13]=1. (6) Given the reactants [NH2:1][C:2]1[CH:7]=[CH:6][C:5]([C:8]2[CH:13]=[CH:12][C:11]([C:14]([NH:16][C:17]([CH3:23])([C:19]([O:21]C)=[O:20])[CH3:18])=[O:15])=[CH:10][CH:9]=2)=[CH:4][CH:3]=1.[CH3:24][C:25]1[CH:30]=[C:29]([CH3:31])[CH:28]=[CH:27][C:26]=1[N:32]=[C:33]=[O:34].[OH-].[Na+], predict the reaction product. The product is: [CH3:24][C:25]1[CH:30]=[C:29]([CH3:31])[CH:28]=[CH:27][C:26]=1[NH:32][C:33]([NH:1][C:2]1[CH:3]=[CH:4][C:5]([C:8]2[CH:13]=[CH:12][C:11]([C:14]([NH:16][C:17]([CH3:23])([C:19]([OH:21])=[O:20])[CH3:18])=[O:15])=[CH:10][CH:9]=2)=[CH:6][CH:7]=1)=[O:34]. (7) Given the reactants C[O:2][C:3](=O)[C:4]1[CH:9]=[CH:8][C:7]([C:10]([F:13])([F:12])[F:11])=[CH:6][C:5]=1[N+:14]([O-:16])=[O:15].O.[NH2:19][NH2:20], predict the reaction product. The product is: [N+:14]([C:5]1[CH:6]=[C:7]([C:10]([F:13])([F:12])[F:11])[CH:8]=[CH:9][C:4]=1[C:3]([NH:19][NH2:20])=[O:2])([O-:16])=[O:15].